This data is from Forward reaction prediction with 1.9M reactions from USPTO patents (1976-2016). The task is: Predict the product of the given reaction. Given the reactants [CH2:1]([N:3]([CH2:69][CH3:70])[C:4]1[CH:9]=[CH:8][C:7]([NH:10][C:11](=[O:49])[C:12]2[CH:48]=[CH:47][CH:46]=[C:14]([C:15]([N:17]([CH3:45])[CH2:18][CH2:19][N:20]([CH3:44])[CH2:21][CH2:22][O:23][CH2:24][CH2:25][O:26][CH2:27][CH2:28][O:29][CH2:30][CH2:31][NH:32][C:33](=[O:43])NCCN3CCOCC3)=[O:16])[CH:13]=2)=[C:6]([C:50]2[CH:55]=[C:54]([C:56](=[O:68])[NH:57][C@@H:58]3[C:67]4[C:62](=[CH:63][CH:64]=[CH:65][CH:66]=4)[CH2:61][CH2:60][CH2:59]3)[CH:53]=[CH:52][N:51]=2)[CH:5]=1)[CH3:2].[NH:71]([CH2:75][CH2:76][OH:77])[CH2:72][CH2:73][OH:74].C(N(CC)C1C=CC(NC(C2C=C(C(=O)N(C)CCN(C)CCOCCOCCOCCNC(=O)OC3C=CC([N+]([O-])=O)=CC=3)C=CC=2)=O)=C(C2C=C(C(=O)N[C@@H]3C4C(=CC=CC=4)CCC3)C=CN=2)C=1)C, predict the reaction product. The product is: [CH2:69]([N:3]([CH2:1][CH3:2])[C:4]1[CH:9]=[CH:8][C:7]([NH:10][C:11](=[O:49])[C:12]2[CH:48]=[CH:47][CH:46]=[C:14]([C:15]([N:17]([CH2:18][CH2:19][N:20]([CH3:44])[CH2:21][CH2:22][O:23][CH2:24][CH2:25][O:26][CH2:27][CH2:28][O:29][CH2:30][CH2:31][NH:32][C:33](=[O:43])[N:71]([CH2:75][CH2:76][OH:77])[CH2:72][CH2:73][OH:74])[CH3:45])=[O:16])[CH:13]=2)=[C:6]([C:50]2[CH:55]=[C:54]([C:56](=[O:68])[NH:57][C@@H:58]3[C:67]4[C:62](=[CH:63][CH:64]=[CH:65][CH:66]=4)[CH2:61][CH2:60][CH2:59]3)[CH:53]=[CH:52][N:51]=2)[CH:5]=1)[CH3:70].